This data is from Forward reaction prediction with 1.9M reactions from USPTO patents (1976-2016). The task is: Predict the product of the given reaction. (1) Given the reactants [CH2:1]([N:3]([CH2:37][CH3:38])[CH2:4][CH2:5][CH2:6][NH:7][C:8]1[N:9]=[C:10]([C:27]2[CH:28]=[C:29]([CH:33]=[CH:34][C:35]=2[CH3:36])[C:30]([OH:32])=O)[C:11]2[CH:17]=[CH:16][C:15](=[O:18])[N:14]([C:19]3[C:24]([F:25])=[CH:23][CH:22]=[CH:21][C:20]=3[F:26])[C:12]=2[N:13]=1)[CH3:2].CN(C(O[N:47]1N=N[C:49]2[CH:50]=CC=[CH:53][C:48]1=2)=[N+](C)C)C.F[P-](F)(F)(F)(F)F.C(N(CC)CC)C.C(N)(CC)C, predict the reaction product. The product is: [CH2:37]([N:3]([CH2:1][CH3:2])[CH2:4][CH2:5][CH2:6][NH:7][C:8]1[N:9]=[C:10]([C:27]2[CH:28]=[C:29]([CH:33]=[CH:34][C:35]=2[CH3:36])[C:30]([NH:47][CH:48]([CH3:53])[CH2:49][CH3:50])=[O:32])[C:11]2[CH:17]=[CH:16][C:15](=[O:18])[N:14]([C:19]3[C:20]([F:26])=[CH:21][CH:22]=[CH:23][C:24]=3[F:25])[C:12]=2[N:13]=1)[CH3:38]. (2) Given the reactants [NH3:1].[F:2][C:3]1[CH:8]=[CH:7][CH:6]=[C:5](F)[C:4]=1[N+:10]([O-:12])=[O:11].O, predict the reaction product. The product is: [F:2][C:3]1[C:4]([N+:10]([O-:12])=[O:11])=[C:5]([CH:6]=[CH:7][CH:8]=1)[NH2:1].